This data is from Full USPTO retrosynthesis dataset with 1.9M reactions from patents (1976-2016). The task is: Predict the reactants needed to synthesize the given product. (1) Given the product [ClH:34].[ClH:34].[NH2:7][CH:8]([CH2:27][C:28]1[CH:33]=[CH:32][C:31]([Cl:34])=[CH:30][C:29]=1[CH3:35])[C:9]([N:10]1[CH2:15][CH2:14][N:13]([C:16]2[C:25]3[C:20](=[CH:21][CH:22]=[CH:23][CH:24]=3)[N:19]=[CH:18][N:17]=2)[CH2:12][CH2:11]1)=[O:26], predict the reactants needed to synthesize it. The reactants are: C(OC(=O)[NH:7][CH:8]([CH2:27][C:28]1[CH:33]=[CH:32][C:31]([Cl:34])=[CH:30][C:29]=1[CH3:35])[C:9](=[O:26])[N:10]1[CH2:15][CH2:14][N:13]([C:16]2[C:25]3[C:20](=[CH:21][CH:22]=[CH:23][CH:24]=3)[N:19]=[CH:18][N:17]=2)[CH2:12][CH2:11]1)(C)(C)C.C(O)(C(F)(F)F)=O. (2) Given the product [CH3:1][O:2][C:3]1[C:8]([N+:9]([O-:11])=[O:10])=[C:7]([NH:12][C:34]([C:32]2[O:31][N:30]=[C:29]([C:25]([CH3:28])([CH3:27])[CH3:26])[CH:33]=2)=[O:35])[CH:6]=[C:5]([C:13]2[CH:18]=[CH:17][CH:16]=[CH:15][C:14]=2[C:19]([F:22])([F:20])[F:21])[N:4]=1, predict the reactants needed to synthesize it. The reactants are: [CH3:1][O:2][C:3]1[C:8]([N+:9]([O-:11])=[O:10])=[C:7]([NH2:12])[CH:6]=[C:5]([C:13]2[CH:18]=[CH:17][CH:16]=[CH:15][C:14]=2[C:19]([F:22])([F:21])[F:20])[N:4]=1.[H-].[Na+].[C:25]([C:29]1[CH:33]=[C:32]([C:34](O)=[O:35])[O:31][N:30]=1)([CH3:28])([CH3:27])[CH3:26].C(Cl)(=O)C(Cl)=O.